This data is from Reaction yield outcomes from USPTO patents with 853,638 reactions. The task is: Predict the reaction yield, written as a fraction of the theoretical maximum amount of product (1.0 means a 100% yield; for example, 0.34 means a 34% yield). The product is [C:1]([C:3]1[CH:19]=[CH:18][C:6]([O:7][CH2:8][CH2:9][CH2:10][CH2:11][CH2:12][CH2:13][CH2:14][CH2:15][C:16]([OH:32])=[O:17])=[CH:5][CH:4]=1)#[N:2]. The reactants are [C:1]([C:3]1[CH:19]=[CH:18][C:6]([O:7][CH2:8][CH2:9][CH2:10][CH2:11][CH2:12][CH2:13][CH2:14][CH2:15][CH2:16][OH:17])=[CH:5][CH:4]=1)#[N:2].C1C=C[NH+]=CC=1.C1C=C[NH+]=CC=1.[O-:32][Cr](O[Cr]([O-])(=O)=O)(=O)=O.O. The catalyst is CN(C=O)C. The yield is 0.620.